From a dataset of NCI-60 drug combinations with 297,098 pairs across 59 cell lines. Regression. Given two drug SMILES strings and cell line genomic features, predict the synergy score measuring deviation from expected non-interaction effect. Drug 1: C1=CC(=CC=C1CCC2=CNC3=C2C(=O)NC(=N3)N)C(=O)NC(CCC(=O)O)C(=O)O. Drug 2: CC1C(C(=O)NC(C(=O)N2CCCC2C(=O)N(CC(=O)N(C(C(=O)O1)C(C)C)C)C)C(C)C)NC(=O)C3=C4C(=C(C=C3)C)OC5=C(C(=O)C(=C(C5=N4)C(=O)NC6C(OC(=O)C(N(C(=O)CN(C(=O)C7CCCN7C(=O)C(NC6=O)C(C)C)C)C)C(C)C)C)N)C. Cell line: IGROV1. Synergy scores: CSS=32.2, Synergy_ZIP=1.30, Synergy_Bliss=6.52, Synergy_Loewe=6.03, Synergy_HSA=5.94.